Dataset: Forward reaction prediction with 1.9M reactions from USPTO patents (1976-2016). Task: Predict the product of the given reaction. Given the reactants [N:1]1([C:7]2[CH:16]=[CH:15][CH:14]=[C:13]3[C:8]=2[C:9]([NH2:18])=[N:10][C:11]([NH2:17])=[N:12]3)[CH2:6][CH2:5][NH:4][CH2:3][CH2:2]1.[CH:19]1[C:28]2[C:23](=[CH:24][CH:25]=[CH:26][CH:27]=2)[CH:22]=[CH:21][C:20]=1[S:29](Cl)(=[O:31])=[O:30], predict the reaction product. The product is: [CH:19]1[C:28]2[C:23](=[CH:24][CH:25]=[CH:26][CH:27]=2)[CH:22]=[CH:21][C:20]=1[S:29]([N:4]1[CH2:5][CH2:6][N:1]([C:7]2[CH:16]=[CH:15][CH:14]=[C:13]3[C:8]=2[C:9]([NH2:18])=[N:10][C:11]([NH2:17])=[N:12]3)[CH2:2][CH2:3]1)(=[O:30])=[O:31].